From a dataset of Full USPTO retrosynthesis dataset with 1.9M reactions from patents (1976-2016). Predict the reactants needed to synthesize the given product. (1) Given the product [C:20]([OH:30])(=[O:29])[C@@H:21]([C:23]1[CH:28]=[CH:27][CH:26]=[CH:25][CH:24]=1)[OH:22].[NH2:1][CH2:2][C@:3]1([CH2:12][C:13]([O:15][C:16]([CH3:17])([CH3:19])[CH3:18])=[O:14])[CH2:9][C@@H:8]2[C@H:4]1[CH:5]=[C:6]([CH2:10][CH3:11])[CH2:7]2, predict the reactants needed to synthesize it. The reactants are: [NH2:1][CH2:2][C:3]1([CH2:12][C:13]([O:15][C:16]([CH3:19])([CH3:18])[CH3:17])=[O:14])[CH2:9][CH:8]2[CH:4]1[CH:5]=[C:6]([CH2:10][CH3:11])[CH2:7]2.[C:20]([OH:30])(=[O:29])[C@@H:21]([C:23]1[CH:28]=[CH:27][CH:26]=[CH:25][CH:24]=1)[OH:22]. (2) Given the product [Cl:17][C:14]1[CH:15]=[CH:16][C:11]([C:9]2[N:10]=[C:5]3[CH:4]=[CH:3][C:2]([C:27]4[CH:28]=[CH:29][CH:30]=[CH:31][C:26]=4[F:25])=[CH:7][N:6]3[C:8]=2[CH2:18][N:19]2[CH2:24][CH2:23][O:22][CH2:21][CH2:20]2)=[CH:12][CH:13]=1, predict the reactants needed to synthesize it. The reactants are: Br[C:2]1[CH:3]=[CH:4][C:5]2[N:6]([C:8]([CH2:18][N:19]3[CH2:24][CH2:23][O:22][CH2:21][CH2:20]3)=[C:9]([C:11]3[CH:16]=[CH:15][C:14]([Cl:17])=[CH:13][CH:12]=3)[N:10]=2)[CH:7]=1.[F:25][C:26]1[CH:31]=[CH:30][CH:29]=[CH:28][C:27]=1B(O)O.C([O-])([O-])=O.[Na+].[Na+].O1CCOCC1. (3) Given the product [C:5]([O:9][C:10]([N:12]1[CH2:15][CH:14]([C:23]2[CH:32]=[CH:31][C:30]3[CH2:29][CH2:28][CH:27]([NH:33][C:34]([O:36][CH2:37][CH3:38])=[O:35])[CH:26]([CH2:39][C:40]4[CH:45]=[CH:44][CH:43]=[C:42]([Cl:47])[CH:41]=4)[C:25]=3[CH:24]=2)[CH2:13]1)=[O:11])([CH3:8])([CH3:7])[CH3:6], predict the reactants needed to synthesize it. The reactants are: BrCCBr.[C:5]([O:9][C:10]([N:12]1[CH2:15][CH:14](I)[CH2:13]1)=[O:11])([CH3:8])([CH3:7])[CH3:6].FC(F)(F)S(O[C:23]1[CH:32]=[CH:31][C:30]2[CH2:29][CH2:28][CH:27]([NH:33][C:34]([O:36][CH2:37][CH3:38])=[O:35])[CH:26]([CH2:39][C:40]3[CH:45]=[CH:44][C:43](Cl)=[C:42]([Cl:47])[CH:41]=3)[C:25]=2[CH:24]=1)(=O)=O.O. (4) Given the product [F:2][C:3]1[CH:9]=[C:8]([O:10][CH3:11])[CH:7]=[CH:6][C:4]=1[NH:5][NH2:12], predict the reactants needed to synthesize it. The reactants are: Cl.[F:2][C:3]1[CH:9]=[C:8]([O:10][CH3:11])[CH:7]=[CH:6][C:4]=1[NH2:5].[N:12]([O-])=O.[Na+]. (5) Given the product [CH3:34][C:32]1[CH:31]=[C:30]([CH3:35])[N:29]=[C:28]([CH:27]=[CH:26][C:15]2[C:14]3[C:18](=[CH:19][C:11]([NH:10][C:5]4[CH:6]=[CH:7][CH:8]=[CH:9][C:4]=4[C:3]([OH:36])=[O:2])=[CH:12][CH:13]=3)[N:17]([CH:20]3[CH2:25][CH2:24][CH2:23][CH2:22][O:21]3)[N:16]=2)[CH:33]=1, predict the reactants needed to synthesize it. The reactants are: C[O:2][C:3](=[O:36])[C:4]1[CH:9]=[CH:8][CH:7]=[CH:6][C:5]=1[NH:10][C:11]1[CH:19]=[C:18]2[C:14]([C:15]([CH:26]=[CH:27][C:28]3[CH:33]=[C:32]([CH3:34])[CH:31]=[C:30]([CH3:35])[N:29]=3)=[N:16][N:17]2[CH:20]2[CH2:25][CH2:24][CH2:23][CH2:22][O:21]2)=[CH:13][CH:12]=1.CO.[OH-].[K+]. (6) Given the product [CH2:1]([N:8]([CH2:16][CH2:17][C:18]1[CH:23]=[CH:22][C:21]([S:24]([C:27]2[CH:32]=[CH:31][C:30]([OH:33])=[C:29]([C:41]([NH:43][CH3:44])=[O:42])[CH:28]=2)(=[O:26])=[O:25])=[CH:20][CH:19]=1)[C:9](=[O:15])[O:10][C:11]([CH3:13])([CH3:12])[CH3:14])[C:2]1[CH:3]=[CH:4][CH:5]=[CH:6][CH:7]=1, predict the reactants needed to synthesize it. The reactants are: [CH2:1]([N:8]([CH2:16][CH2:17][C:18]1[CH:23]=[CH:22][C:21]([S:24]([C:27]2[CH:32]=[CH:31][C:30]([O:33]CC3C=CC=CC=3)=[C:29]([C:41]([NH:43][CH3:44])=[O:42])[CH:28]=2)(=[O:26])=[O:25])=[CH:20][CH:19]=1)[C:9](=[O:15])[O:10][C:11]([CH3:14])([CH3:13])[CH3:12])[C:2]1[CH:7]=[CH:6][CH:5]=[CH:4][CH:3]=1.[H][H]. (7) Given the product [NH2:9][C:3]1[N:4]=[CH:5][N:6]=[C:7]([NH:10][CH2:11][CH:12]2[CH2:13][CH2:14][N:15]([C:18](=[O:20])[CH:43]=[CH2:44])[CH2:16][CH2:17]2)[C:2]=1[C:27]1[CH:28]=[CH:29][C:30]([O:33][C:34]2[CH:39]=[CH:38][CH:37]=[CH:36][CH:35]=2)=[C:31]([F:32])[C:26]=1[F:25], predict the reactants needed to synthesize it. The reactants are: Cl[C:2]1[C:3]([NH2:9])=[N:4][CH:5]=[N:6][C:7]=1Cl.[NH2:10][CH2:11][CH:12]1[CH2:17][CH2:16][N:15]([C:18]([O:20]C(C)(C)C)=O)[CH2:14][CH2:13]1.[F:25][C:26]1[C:31]([F:32])=[C:30]([O:33][C:34]2[CH:39]=[CH:38][CH:37]=[CH:36][CH:35]=2)[CH:29]=[CH:28][C:27]=1B(O)O.[C:43](Cl)(=O)[CH:44]=C.